From a dataset of Catalyst prediction with 721,799 reactions and 888 catalyst types from USPTO. Predict which catalyst facilitates the given reaction. (1) Product: [Cl:1][C:2]1[CH:3]=[CH:4][C:5]([C:8]([C:19]2[CH:20]=[CH:21][C:22]([NH2:25])=[CH:23][CH:24]=2)([N:13]2[CH:17]=[C:16]([Cl:18])[CH:15]=[N:14]2)[C:9]([F:12])([F:10])[F:11])=[CH:6][CH:7]=1. The catalyst class is: 8. Reactant: [Cl:1][C:2]1[CH:7]=[CH:6][C:5]([C:8]([C:19]2[CH:24]=[CH:23][C:22]([NH:25]C(=O)OC(C)(C)C)=[CH:21][CH:20]=2)([N:13]2[CH:17]=[C:16]([Cl:18])[CH:15]=[N:14]2)[C:9]([F:12])([F:11])[F:10])=[CH:4][CH:3]=1.Cl. (2) The catalyst class is: 37. Product: [Cl:1][C:2]1[C:3](=[O:10])[NH:4][C:5]([CH3:9])=[CH:6][C:7]=1[O:8][CH2:25][C:24]1[CH:27]=[CH:28][C:29]([F:31])=[CH:30][C:23]=1[F:22]. Reactant: [Cl:1][C:2]1[C:3](=[O:10])[NH:4][C:5]([CH3:9])=[CH:6][C:7]=1[OH:8].C1CCN2C(=NCCC2)CC1.[F:22][C:23]1[CH:30]=[C:29]([F:31])[CH:28]=[CH:27][C:24]=1[CH2:25]Br. (3) Reactant: [CH2:1]([O:8][C@H:9]1[C@H:14]([O:15][CH2:16][C:17]2[CH:22]=[CH:21][CH:20]=[CH:19][CH:18]=2)[C@@H:13]([O:23][CH2:24][C:25]2[CH:30]=[CH:29][CH:28]=[CH:27][CH:26]=2)[C@@:12]([C:33]2[CH:38]=[CH:37][C:36]([Cl:39])=[C:35]([CH2:40][C:41]3[CH:46]=[CH:45][C:44]([O:47][CH2:48][C:49]4[CH:54]=[CH:53][CH:52]=[CH:51][CH:50]=4)=[CH:43][CH:42]=3)[CH:34]=2)([O:31][CH3:32])[O:11][C:10]1(CO)[CH2:55][OH:56])[C:2]1[CH:7]=[CH:6][CH:5]=[CH:4][CH:3]=1.O.C1(C)C=CC(S(O)(=O)=O)=CC=1. Product: [CH2:1]([O:8][C@H:9]1[C@H:14]([O:15][CH2:16][C:17]2[CH:18]=[CH:19][CH:20]=[CH:21][CH:22]=2)[C@@H:13]([O:23][CH2:24][C:25]2[CH:30]=[CH:29][CH:28]=[CH:27][CH:26]=2)[C@:12]2([C:33]3[CH:38]=[CH:37][C:36]([Cl:39])=[C:35]([CH2:40][C:41]4[CH:42]=[CH:43][C:44]([O:47][CH2:48][C:49]5[CH:54]=[CH:53][CH:52]=[CH:51][CH:50]=5)=[CH:45][CH:46]=4)[CH:34]=3)[O:11][C@@:10]1([CH2:55][OH:56])[CH2:32][O:31]2)[C:2]1[CH:7]=[CH:6][CH:5]=[CH:4][CH:3]=1. The catalyst class is: 4. (4) Reactant: [OH:1][C:2]1[CH:10]=[CH:9][C:5]([C:6]([OH:8])=[O:7])=[CH:4][CH:3]=1.OC1C=CC(C(O)=O)=CC=1.[CH3:21][NH:22][C@H:23]([CH2:25]/[CH:26]=[CH:27]/[C:28]1[CH:29]=[N:30][CH:31]=[C:32]([O:34][CH:35]([CH3:37])[CH3:36])[CH:33]=1)[CH3:24].CN[C@H](C/C=C/C1C=NC=C(OC(C)C)C=1)C.OC1C=CC(C(O)=O)=CC=1.C(O)(C)C. Product: [OH:1][C:2]1[CH:10]=[CH:9][C:5]([C:6]([OH:8])=[O:7])=[CH:4][CH:3]=1.[CH3:21][NH:22][C@H:23]([CH2:25]/[CH:26]=[CH:27]/[C:28]1[CH:29]=[N:30][CH:31]=[C:32]([O:34][CH:35]([CH3:37])[CH3:36])[CH:33]=1)[CH3:24]. The catalyst class is: 480. (5) Reactant: O[CH2:2][C@H:3]1[CH2:8][CH2:7][CH2:6][CH2:5][N:4]1[CH2:9][CH2:10][CH2:11][C:12]1[CH:17]=[CH:16][C:15]([O:18][CH3:19])=[CH:14][CH:13]=1.C(N(CC)CC)C.CS([Cl:31])(=O)=O.C(=O)([O-])O.[Na+]. Product: [Cl:31][C@@H:6]1[CH2:7][CH2:8][CH2:2][CH2:3][N:4]([CH2:9][CH2:10][CH2:11][C:12]2[CH:13]=[CH:14][C:15]([O:18][CH3:19])=[CH:16][CH:17]=2)[CH2:5]1. The catalyst class is: 4. (6) Reactant: C[Mg+].[Br-].CCOCC.[CH:9]([NH:12][CH:13]([CH3:15])[CH3:14])([CH3:11])[CH3:10].[C:16]1([CH3:24])[C:17]([C:22]#[N:23])=[CH:18][CH:19]=[CH:20][CH:21]=1. Product: [CH:9]([N:12]([CH:13]([CH3:15])[CH3:14])[C:22]([C:17]1[C:16]([CH3:24])=[CH:21][CH:20]=[CH:19][CH:18]=1)=[NH:23])([CH3:11])[CH3:10]. The catalyst class is: 11. (7) The catalyst class is: 336. Reactant: C(OC(=O)[NH:7][CH:8]1[CH:15]2[CH:11]([CH2:12][N:13]([C:16]3[C:25]([O:26][CH3:27])=[C:24]4[C:19]([C:20](=[O:33])[N:21]([NH2:32])[C:22](=[O:31])[N:23]4[CH:28]4[CH2:30][CH2:29]4)=[CH:18][C:17]=3[F:34])[CH2:14]2)[CH2:10][CH2:9]1)(C)(C)C.Cl. Product: [NH2:32][N:21]1[C:20](=[O:33])[C:19]2[C:24](=[C:25]([O:26][CH3:27])[C:16]([N:13]3[CH2:14][CH:15]4[CH:8]([NH2:7])[CH2:9][CH2:10][CH:11]4[CH2:12]3)=[C:17]([F:34])[CH:18]=2)[N:23]([CH:28]2[CH2:30][CH2:29]2)[C:22]1=[O:31].